Dataset: Volume of distribution at steady state (VDss) regression data from Lombardo et al.. Task: Regression/Classification. Given a drug SMILES string, predict its absorption, distribution, metabolism, or excretion properties. Task type varies by dataset: regression for continuous measurements (e.g., permeability, clearance, half-life) or binary classification for categorical outcomes (e.g., BBB penetration, CYP inhibition). For this dataset (vdss_lombardo), we predict log10(VDss) (log10 of volume of distribution in L/kg). (1) The log10(VDss) is -0.0700. The compound is CC[NH+](CC)CC#CCOC(=O)C(O)(c1ccccc1)C1CCCCC1. (2) The log10(VDss) is 0.330. The molecule is C[C@H](C1=C(CC[NH+](C)C)Cc2ccccc21)c1ccccn1.